This data is from Forward reaction prediction with 1.9M reactions from USPTO patents (1976-2016). The task is: Predict the product of the given reaction. Given the reactants C[O:2][C:3](=[O:29])[C:4]([NH:6][C:7]1[C:12]2[N:13]([CH2:18][C:19]3[CH:28]=[CH:27][C:26]4[C:21](=[CH:22][CH:23]=[CH:24][CH:25]=4)[CH:20]=3)[C:14](=[O:17])[CH2:15][O:16][C:11]=2[CH:10]=[CH:9][CH:8]=1)=[O:5].[OH-].[Na+].C1COCC1, predict the reaction product. The product is: [CH:20]1[C:21]2[C:26](=[CH:25][CH:24]=[CH:23][CH:22]=2)[CH:27]=[CH:28][C:19]=1[CH2:18][N:13]1[C:12]2[C:7]([NH:6][C:4](=[O:5])[C:3]([OH:29])=[O:2])=[CH:8][CH:9]=[CH:10][C:11]=2[O:16][CH2:15][C:14]1=[O:17].